This data is from Forward reaction prediction with 1.9M reactions from USPTO patents (1976-2016). The task is: Predict the product of the given reaction. The product is: [C:4]([O:6][CH2:16][C:15](=[O:18])[NH:14][CH2:10][CH2:11][CH2:12][CH3:13])(=[O:5])/[CH:3]=[CH:2]/[C:1]([O:8][CH3:9])=[O:7]. Given the reactants [C:1]([O:8][CH3:9])(=[O:7])/[CH:2]=[CH:3]/[C:4]([OH:6])=[O:5].[CH2:10]([NH:14][C:15](=[O:18])[CH2:16]Cl)[CH2:11][CH2:12][CH3:13], predict the reaction product.